This data is from Kir2.1 potassium channel HTS with 301,493 compounds. The task is: Binary Classification. Given a drug SMILES string, predict its activity (active/inactive) in a high-throughput screening assay against a specified biological target. (1) The drug is O1c2c(OCC1)ccc(NC(=O)c1nnn(Cc3c(cccc3)C)c1N)c2. The result is 0 (inactive). (2) The molecule is O=C(N(CC(C\C=C(/C)C)(C)C)c1ccccc1)C. The result is 1 (active). (3) The compound is s1c2c(CC(OC2)(C)C)c2c(N3CCN(CC3)C(OCC)=O)nc(SC)nc12. The result is 0 (inactive). (4) The molecule is Clc1cc2c(n(cc2/C=C\c2cc[n+](cc2)C)C)cc1. The result is 0 (inactive). (5) The drug is O=C(Nc1cc(ccc1)C(=O)C)c1c(c2c(cccc2)C(O)=O)cccc1. The result is 0 (inactive). (6) The molecule is O(c1c(C(=O)Nc2ccc(cc2)C)cccc1)CC(=O)c1ccccc1. The result is 0 (inactive). (7) The compound is S(c1nn2c(nnc2c2ncccc2)cc1)CC(=O)Nc1c(OC)cccc1. The result is 0 (inactive).